Dataset: Full USPTO retrosynthesis dataset with 1.9M reactions from patents (1976-2016). Task: Predict the reactants needed to synthesize the given product. (1) The reactants are: Cl[CH2:2][CH2:3][CH2:4][O:5][C:6]1[CH:11]=[CH:10][C:9]([I:12])=[CH:8][CH:7]=1.[CH3:13][C@@H:14]1[CH2:18][CH2:17][CH2:16][NH:15]1.C(=O)([O-])[O-].[K+].[K+].[I-].[K+]. Given the product [I:12][C:9]1[CH:10]=[CH:11][C:6]([O:5][CH2:4][CH2:3][CH2:2][N:15]2[CH2:16][CH2:17][CH2:18][C@H:14]2[CH3:13])=[CH:7][CH:8]=1, predict the reactants needed to synthesize it. (2) Given the product [Cl:1][C:2]1[CH:27]=[CH:26][C:5]([O:6][CH2:7][C:8]2[CH:9]=[C:10]([CH:23]=[CH:24][CH:25]=2)[CH2:11][NH2:29])=[CH:4][CH:3]=1, predict the reactants needed to synthesize it. The reactants are: [Cl:1][C:2]1[CH:27]=[CH:26][C:5]([O:6][CH2:7][C:8]2[CH:9]=[C:10]([CH:23]=[CH:24][CH:25]=2)[CH2:11]C23C=CC=CC2C(NC3=O)=O)=[CH:4][CH:3]=1.O.[NH2:29]N. (3) Given the product [NH2:1][C:4]1[CH:5]=[CH:6][C:7]([O:10][C:11](=[O:20])[N:12]([CH3:19])[C:13]2[CH:18]=[CH:17][CH:16]=[CH:15][CH:14]=2)=[N:8][CH:9]=1, predict the reactants needed to synthesize it. The reactants are: [N+:1]([C:4]1[CH:5]=[CH:6][C:7]([O:10][C:11](=[O:20])[N:12]([CH3:19])[C:13]2[CH:18]=[CH:17][CH:16]=[CH:15][CH:14]=2)=[N:8][CH:9]=1)([O-])=O.[H][H]. (4) Given the product [C:1]([O:5][C:6]([N:8]1[C:12]2=[C:13]([NH:28][S:41]([CH:39]3[CH2:40][CH:37]([O:36][CH2:29][C:30]4[CH:35]=[CH:34][CH:33]=[CH:32][CH:31]=4)[CH2:38]3)(=[O:43])=[O:42])[C:14]([NH:19][C:20]3[CH:25]=[CH:24][C:23]([I:26])=[CH:22][C:21]=3[F:27])=[C:15]([CH3:18])[C:16](=[O:17])[N:11]2[CH2:10][CH2:9]1)=[O:7])([CH3:2])([CH3:3])[CH3:4], predict the reactants needed to synthesize it. The reactants are: [C:1]([O:5][C:6]([N:8]1[C:12]2=[C:13]([NH2:28])[C:14]([NH:19][C:20]3[CH:25]=[CH:24][C:23]([I:26])=[CH:22][C:21]=3[F:27])=[C:15]([CH3:18])[C:16](=[O:17])[N:11]2[CH2:10][CH2:9]1)=[O:7])([CH3:4])([CH3:3])[CH3:2].[CH2:29]([O:36][CH:37]1[CH2:40][CH:39]([S:41](Cl)(=[O:43])=[O:42])[CH2:38]1)[C:30]1[CH:35]=[CH:34][CH:33]=[CH:32][CH:31]=1. (5) Given the product [ClH:42].[Cl:42][C:43]1[CH:52]=[C:51]2[C:46]([CH:47]=[CH:48][C:49]([CH2:53][O:41][C:38]3[CH:39]=[CH:40][C:35]([C:26]4[C:27]([C:29]5[CH:30]=[CH:31][N:32]=[CH:33][CH:34]=5)=[CH:28][N:24]([CH3:23])[N:25]=4)=[CH:36][CH:37]=3)=[N:50]2)=[CH:45][CH:44]=1, predict the reactants needed to synthesize it. The reactants are: COC(=O)C1C=CC(OCC2C=CC3C(=CC=CC=3)N=2)=CC=1.[CH3:23][N:24]1[CH:28]=[C:27]([C:29]2[CH:34]=[CH:33][N:32]=[CH:31][CH:30]=2)[C:26]([C:35]2[CH:40]=[CH:39][C:38]([OH:41])=[CH:37][CH:36]=2)=[N:25]1.[Cl:42][C:43]1[CH:52]=[C:51]2[C:46]([CH:47]=[CH:48][C:49]([CH2:53]Cl)=[N:50]2)=[CH:45][CH:44]=1. (6) Given the product [N:26]1[C:27]([CH:35]([NH:36][C:37]2[CH:42]=[CH:41][N:40]=[C:39]([O:43][CH3:44])[CH:38]=2)[C:8]([C:10]2[C:18]3[C:13](=[CH:14][CH:15]=[CH:16][CH:17]=3)[NH:12][CH:11]=2)=[O:9])=[CH:28][N:29]2[CH2:34][CH2:33][O:32][CH2:31][C:30]=12, predict the reactants needed to synthesize it. The reactants are: C(N(CC)CC)C.[CH:8]([C:10]1[C:18]2[C:13](=[CH:14][CH:15]=[CH:16][CH:17]=2)[N:12](C(OC(C)(C)C)=O)[CH:11]=1)=[O:9].[N:26]1[C:27]([CH:35]=[N:36][C:37]2[CH:42]=[CH:41][N:40]=[C:39]([O:43][CH3:44])[CH:38]=2)=[CH:28][N:29]2[CH2:34][CH2:33][O:32][CH2:31][C:30]=12. (7) Given the product [CH:18]1([CH2:24][S:25]([NH:1][C:2]2[C:3](=[O:17])[N:4]([CH2:9][C:10]([OH:12])=[O:11])[C:5]([CH3:8])=[CH:6][CH:7]=2)(=[O:27])=[O:26])[CH2:23][CH2:22][CH2:21][CH2:20][CH2:19]1, predict the reactants needed to synthesize it. The reactants are: [NH2:1][C:2]1[C:3](=[O:17])[N:4]([CH2:9][C:10]([O:12]C(C)(C)C)=[O:11])[C:5]([CH3:8])=[CH:6][CH:7]=1.[CH:18]1([CH2:24][S:25](Cl)(=[O:27])=[O:26])[CH2:23][CH2:22][CH2:21][CH2:20][CH2:19]1. (8) Given the product [CH3:12][CH2:13][CH2:14][NH:7][C@@H:6]1[CH2:5][C:4]2[S:8][C:9]([NH2:11])=[N:10][C:3]=2[CH2:2][CH2:1]1.[ClH:15].[ClH:15], predict the reactants needed to synthesize it. The reactants are: [CH2:1]1[C@H:6]([NH2:7])[CH2:5][C:4]2[S:8][C:9]([NH2:11])=[N:10][C:3]=2[CH2:2]1.[CH2:12]([Cl:15])[CH2:13][CH3:14]. (9) Given the product [CH3:27][C:26]([CH3:29])([CH3:28])[C:25]([C:15]1[O:16][C:17]2[CH:22]=[CH:21][C:20]([O:23][CH3:24])=[CH:19][C:18]=2[C:14]=1[CH2:13][C:12](=[O:11])[C:31]([CH3:32])([CH3:33])[CH3:34])=[O:30], predict the reactants needed to synthesize it. The reactants are: C(Cl)(=O)C(Cl)=O.CS(C)=O.[OH:11][CH:12]([C:31]([CH3:34])([CH3:33])[CH3:32])[CH2:13][C:14]1[C:18]2[CH:19]=[C:20]([O:23][CH3:24])[CH:21]=[CH:22][C:17]=2[O:16][C:15]=1[C:25](=[O:30])[C:26]([CH3:29])([CH3:28])[CH3:27].C(N(CC)CC)C.